This data is from Catalyst prediction with 721,799 reactions and 888 catalyst types from USPTO. The task is: Predict which catalyst facilitates the given reaction. (1) Reactant: [CH3:1][O:2][C:3]1[CH:8]=[CH:7][C:6]([CH:9]([C:29]2[CH:34]=[CH:33][C:32]([O:35][CH3:36])=[CH:31][CH:30]=2)[N:10]2[C:15](=[O:16])[CH2:14][C@@H:13]([C:17]3[CH:22]=[C:21]([F:23])[C:20]([F:24])=[CH:19][C:18]=3[F:25])[C@H:12](C(O)=O)[CH2:11]2)=[CH:5][CH:4]=1.C([N:39]([CH2:42]C)CC)C.C1(P(N=[N+]=[N-])(C2C=CC=CC=2)=[O:51])C=CC=CC=1.[CH2:61]([OH:68])[C:62]1[CH:67]=[CH:66][CH:65]=[CH:64][CH:63]=1. Product: [CH2:61]([O:68][C:42](=[O:51])[NH:39][C@H:12]1[C@H:13]([C:17]2[CH:22]=[C:21]([F:23])[C:20]([F:24])=[CH:19][C:18]=2[F:25])[CH2:14][C:15](=[O:16])[N:10]([CH:9]([C:6]2[CH:7]=[CH:8][C:3]([O:2][CH3:1])=[CH:4][CH:5]=2)[C:29]2[CH:34]=[CH:33][C:32]([O:35][CH3:36])=[CH:31][CH:30]=2)[CH2:11]1)[C:62]1[CH:67]=[CH:66][CH:65]=[CH:64][CH:63]=1. The catalyst class is: 11. (2) Reactant: [N+:1]([C:4]1[CH:5]=[C:6]([CH:8]=[CH:9][CH:10]=1)[NH2:7])([O-:3])=[O:2].[CH3:11][N:12]1[C:16]([C:17](Cl)=[O:18])=[CH:15][C:14]([CH3:20])=[N:13]1.O. The catalyst class is: 80. Product: [CH3:11][N:12]1[C:16]([C:17]([NH:7][C:6]2[CH:8]=[CH:9][CH:10]=[C:4]([N+:1]([O-:3])=[O:2])[CH:5]=2)=[O:18])=[CH:15][C:14]([CH3:20])=[N:13]1. (3) Reactant: Cl[C:2]1[C:11]2[C:6](=[CH:7][CH:8]=[CH:9][CH:10]=2)[C:5]([N:12]2[CH2:17][CH2:16][CH:15]([NH:18][C:19](=[O:25])[O:20][C:21]([CH3:24])([CH3:23])[CH3:22])[CH2:14][CH2:13]2)=[N:4][N:3]=1.[NH:26]1[CH2:31][CH2:30][O:29][CH2:28][CH2:27]1.C(N(CC)CC)C.O. Product: [O:29]1[CH2:30][CH2:31][N:26]([C:2]2[C:11]3[C:6](=[CH:7][CH:8]=[CH:9][CH:10]=3)[C:5]([N:12]3[CH2:17][CH2:16][CH:15]([NH:18][C:19](=[O:25])[O:20][C:21]([CH3:24])([CH3:23])[CH3:22])[CH2:14][CH2:13]3)=[N:4][N:3]=2)[CH2:27][CH2:28]1. The catalyst class is: 37. (4) Reactant: [CH:1]1([CH2:7][CH2:8][C@H:9]([NH:29][C:30](=[O:39])[C:31]2[CH:36]=[CH:35][CH:34]=[C:33]([O:37][CH3:38])[CH:32]=2)[C:10]([NH:12][C@H:13]([CH2:18][N:19]2[C:27]3[C:22](=[CH:23][C:24]([F:28])=[CH:25][CH:26]=3)[CH2:21][CH2:20]2)[CH2:14][C:15](O)=[O:16])=[O:11])[CH2:6][CH2:5][CH2:4][CH2:3][CH2:2]1.C(N(CC)CC)C.ClC(OCC(C)C)=O.[BH4-].[Na+]. Product: [CH:1]1([CH2:7][CH2:8][C@H:9]([NH:29][C:30](=[O:39])[C:31]2[CH:36]=[CH:35][CH:34]=[C:33]([O:37][CH3:38])[CH:32]=2)[C:10](=[O:11])[NH:12][C@H:13]([CH2:18][N:19]2[C:27]3[C:22](=[CH:23][C:24]([F:28])=[CH:25][CH:26]=3)[CH2:21][CH2:20]2)[CH2:14][CH2:15][OH:16])[CH2:6][CH2:5][CH2:4][CH2:3][CH2:2]1. The catalyst class is: 20. (5) Reactant: Cl.[C:2]([C:6]1[CH:11]=[CH:10][C:9]([S:12]([NH:15][C:16]2[CH:21]=[CH:20][C:19]([Cl:22])=[CH:18][C:17]=2[C:23]2[N:27]([C@H:28]3[CH2:32][CH2:31][NH:30][CH2:29]3)[CH:26]=[N:25][N:24]=2)(=[O:14])=[O:13])=[CH:8][CH:7]=1)([CH3:5])([CH3:4])[CH3:3].N1C=CC=CC=1.[CH3:39][S:40](Cl)(=[O:42])=[O:41]. Product: [C:2]([C:6]1[CH:11]=[CH:10][C:9]([S:12]([NH:15][C:16]2[CH:21]=[CH:20][C:19]([Cl:22])=[CH:18][C:17]=2[C:23]2[N:27]([C@H:28]3[CH2:32][CH2:31][N:30]([S:40]([CH3:39])(=[O:42])=[O:41])[CH2:29]3)[CH:26]=[N:25][N:24]=2)(=[O:13])=[O:14])=[CH:8][CH:7]=1)([CH3:5])([CH3:3])[CH3:4]. The catalyst class is: 1.